From a dataset of Catalyst prediction with 721,799 reactions and 888 catalyst types from USPTO. Predict which catalyst facilitates the given reaction. Reactant: [NH:1]1[CH2:7][CH2:6][CH2:5][CH:4]([N:8]2[C:16]3[C:11](=[CH:12][C:13]([S:17]([C:20]4[CH:25]=[CH:24][CH:23]=[CH:22][CH:21]=4)(=[O:19])=[O:18])=[CH:14][CH:15]=3)[CH2:10][CH2:9]2)[CH2:3][CH2:2]1.[ClH:26]. Product: [ClH:26].[NH:1]1[CH2:7][CH2:6][CH2:5][CH:4]([N:8]2[C:16]3[C:11](=[CH:12][C:13]([S:17]([C:20]4[CH:21]=[CH:22][CH:23]=[CH:24][CH:25]=4)(=[O:18])=[O:19])=[CH:14][CH:15]=3)[CH2:10][CH2:9]2)[CH2:3][CH2:2]1. The catalyst class is: 27.